From a dataset of NCI-60 drug combinations with 297,098 pairs across 59 cell lines. Regression. Given two drug SMILES strings and cell line genomic features, predict the synergy score measuring deviation from expected non-interaction effect. (1) Drug 1: C1=CC(=CC=C1CCC2=CNC3=C2C(=O)NC(=N3)N)C(=O)NC(CCC(=O)O)C(=O)O. Drug 2: C#CCC(CC1=CN=C2C(=N1)C(=NC(=N2)N)N)C3=CC=C(C=C3)C(=O)NC(CCC(=O)O)C(=O)O. Cell line: SF-539. Synergy scores: CSS=27.1, Synergy_ZIP=-6.16, Synergy_Bliss=-10.7, Synergy_Loewe=-16.1, Synergy_HSA=-8.12. (2) Drug 1: CS(=O)(=O)C1=CC(=C(C=C1)C(=O)NC2=CC(=C(C=C2)Cl)C3=CC=CC=N3)Cl. Drug 2: CN(C)N=NC1=C(NC=N1)C(=O)N. Cell line: HL-60(TB). Synergy scores: CSS=22.3, Synergy_ZIP=12.0, Synergy_Bliss=13.5, Synergy_Loewe=6.26, Synergy_HSA=10.4.